From a dataset of Reaction yield outcomes from USPTO patents with 853,638 reactions. Predict the reaction yield, written as a fraction of the theoretical maximum amount of product (1.0 means a 100% yield; for example, 0.34 means a 34% yield). The reactants are [NH2:1][C:2]1[N:7]=[CH:6][N:5]=[C:4]([NH:8][C@H:9]([C:11]2[N:16]([C:17]3[CH:22]=[CH:21][CH:20]=[CH:19][CH:18]=3)[C:15](=[O:23])[C:14]3=[C:24]([CH3:27])[CH:25]=[CH:26][N:13]3[N:12]=2)[CH3:10])[C:3]=1Br.C[O:30][C:31]1[CH:36]=[CH:35][C:34]([S:37]([NH:40][C:41]2[CH:49]=[C:48](B3OC(C)(C)C(C)(C)O3)[CH:47]=[C:46]3[C:42]=2[CH:43]=[CH:44][NH:45]3)(=[O:39])=[O:38])=[CH:33][CH:32]=1.C(=O)([O-])[O-].[Cs+].[Cs+]. The catalyst is O1CCOCC1.C(OCC)(=O)C. The product is [NH2:1][C:2]1[C:3]([C:48]2[CH:47]=[C:46]3[C:42]([CH:43]=[CH:44][NH:45]3)=[C:41]([NH:40][S:37]([C:34]3[CH:35]=[CH:36][C:31]([OH:30])=[CH:32][CH:33]=3)(=[O:39])=[O:38])[CH:49]=2)=[C:4]([NH:8][C@H:9]([C:11]2[N:16]([C:17]3[CH:22]=[CH:21][CH:20]=[CH:19][CH:18]=3)[C:15](=[O:23])[C:14]3=[C:24]([CH3:27])[CH:25]=[CH:26][N:13]3[N:12]=2)[CH3:10])[N:5]=[CH:6][N:7]=1. The yield is 0.210.